This data is from Catalyst prediction with 721,799 reactions and 888 catalyst types from USPTO. The task is: Predict which catalyst facilitates the given reaction. (1) Reactant: [OH:1][C@@H:2]1[CH2:7][CH2:6][C:5](=[O:8])[N:4]([CH2:9][C:10]2[CH:15]=[CH:14][C:13]([O:16][CH3:17])=[CH:12][CH:11]=2)[C:3]1=[O:18].[C:19]([Si:23](Cl)([CH3:25])[CH3:24])([CH3:22])([CH3:21])[CH3:20].N1C=CN=C1. Product: [Si:23]([O:1][C@@H:2]1[CH2:7][CH2:6][C:5](=[O:8])[N:4]([CH2:9][C:10]2[CH:15]=[CH:14][C:13]([O:16][CH3:17])=[CH:12][CH:11]=2)[C:3]1=[O:18])([C:19]([CH3:22])([CH3:21])[CH3:20])([CH3:25])[CH3:24]. The catalyst class is: 4. (2) Reactant: [NH2:1][C:2]1[N:7]=[C:6]([C:8]2[CH:15]=[CH:14][C:11]([C:12]#[N:13])=[C:10](F)[CH:9]=2)[CH:5]=[C:4]([NH:17][CH:18]2[CH2:22][CH2:21][CH2:20][CH2:19]2)[N:3]=1.O.[NH2:24][NH2:25]. Product: [NH2:13][C:12]1[C:11]2[C:10](=[CH:9][C:8]([C:6]3[N:7]=[C:2]([NH2:1])[N:3]=[C:4]([NH:17][CH:18]4[CH2:22][CH2:21][CH2:20][CH2:19]4)[CH:5]=3)=[CH:15][CH:14]=2)[NH:25][N:24]=1. The catalyst class is: 14. (3) Reactant: [NH:1]([C:13]([O:15][CH2:16][C:17]1[CH:22]=[CH:21][CH:20]=[CH:19][CH:18]=1)=[O:14])[C@H:2]([C:10]([OH:12])=O)[CH2:3][C:4]1[CH:9]=[CH:8][CH:7]=[CH:6][CH:5]=1.[NH:23]1[CH2:34][CH2:33][CH2:32][C@@H:24]1[C:25]([O:27][C:28]([CH3:31])([CH3:30])[CH3:29])=[O:26].C1C=CC2N(O)N=NC=2C=1.O.F[P-](F)(F)(F)(F)F.N1(O[P+](N(C)C)(N(C)C)N(C)C)C2C=CC=CC=2N=N1.C(N(CC)CC)C. Product: [NH:1]([C:13]([O:15][CH2:16][C:17]1[CH:22]=[CH:21][CH:20]=[CH:19][CH:18]=1)=[O:14])[C@H:2]([C:10]([N:23]1[CH2:34][CH2:33][CH2:32][C@@H:24]1[C:25]([O:27][C:28]([CH3:30])([CH3:31])[CH3:29])=[O:26])=[O:12])[CH2:3][C:4]1[CH:5]=[CH:6][CH:7]=[CH:8][CH:9]=1. The catalyst class is: 3. (4) Reactant: [NH2:1][C@H:2]([CH2:6][C:7]1[CH:12]=[CH:11][C:10]([Br:13])=[CH:9][CH:8]=1)[C:3]([OH:5])=[O:4].[OH-].[Na+].[O:16](C(OC(C)(C)C)=O)[C:17]([O:19][C:20]([CH3:23])([CH3:22])[CH3:21])=O. Product: [Br:13][C:10]1[CH:9]=[CH:8][C:7]([CH2:6][C@@H:2]([NH:1][C:17]([O:19][C:20]([CH3:23])([CH3:22])[CH3:21])=[O:16])[C:3]([OH:5])=[O:4])=[CH:12][CH:11]=1. The catalyst class is: 144. (5) Reactant: [CH3:1][N:2]([C@@H:22]([C:24]1[CH:29]=[C:28]([C:30]([F:33])([F:32])[F:31])[CH:27]=[C:26]([CH3:34])[CH:25]=1)[CH3:23])[C:3]([N:5]1[CH2:10][CH2:9][N:8]2[C:11](=[O:14])[CH2:12][CH2:13][C@H:7]2[C@@H:6]1[C:15]1[CH:20]=[CH:19][CH:18]=[CH:17][C:16]=1[CH3:21])=[O:4].[Li+].C[Si]([N-][Si](C)(C)C)(C)C.[C:45](Cl)(=[O:48])[O:46][CH3:47]. Product: [CH3:1][N:2]([C@@H:22]([C:24]1[CH:29]=[C:28]([C:30]([F:33])([F:32])[F:31])[CH:27]=[C:26]([CH3:34])[CH:25]=1)[CH3:23])[C:3]([N:5]1[CH2:10][CH2:9][N:8]2[C:11](=[O:14])[C:12]([C:45]([O:46][CH3:47])=[O:48])([C:45]([O:46][CH3:47])=[O:48])[CH2:13][C@H:7]2[C@@H:6]1[C:15]1[CH:20]=[CH:19][CH:18]=[CH:17][C:16]=1[CH3:21])=[O:4]. The catalyst class is: 1. (6) Reactant: [O:1]([CH:8]([CH3:14])[C:9]([O:11]CC)=[O:10])[C:2]1[CH:7]=[CH:6][CH:5]=[CH:4][CH:3]=1.[OH-].[Na+]. Product: [O:1]([CH:8]([CH3:14])[C:9]([OH:11])=[O:10])[C:2]1[CH:7]=[CH:6][CH:5]=[CH:4][CH:3]=1. The catalyst class is: 88. (7) Reactant: [Cl:1][C:2]1[N:3]=[CH:4][C:5]([C:10]([O:12]C)=[O:11])=[N:6][C:7]=1[CH2:8][CH3:9].C[Si](C)(C)[O-].[K+].Cl. Product: [Cl:1][C:2]1[N:3]=[CH:4][C:5]([C:10]([OH:12])=[O:11])=[N:6][C:7]=1[CH2:8][CH3:9]. The catalyst class is: 30. (8) Reactant: [NH2:1][C:2]1[S:3][C:4]2[CH2:18][C:17]([CH3:20])([OH:19])[CH2:16][CH2:15][C:5]=2[C:6]=1[C:7]1[O:11][N:10]=[C:9]([CH:12]2[CH2:14][CH2:13]2)[N:8]=1.[C:21]12[C:29](=[O:30])[O:28][C:26](=[O:27])[C:22]=1[CH2:23][CH2:24][CH2:25]2. Product: [CH:12]1([C:9]2[N:8]=[C:7]([C:6]3[C:5]4[CH2:15][CH2:16][C:17]([OH:19])([CH3:20])[CH2:18][C:4]=4[S:3][C:2]=3[NH:1][C:29]([C:21]3[CH2:25][CH2:24][CH2:23][C:22]=3[C:26]([OH:28])=[O:27])=[O:30])[O:11][N:10]=2)[CH2:13][CH2:14]1. The catalyst class is: 5. (9) Reactant: C[O:2][C:3](=[O:24])/[CH:4]=[CH:5]/[C:6]#[C:7][C:8]1[CH:13]=[CH:12][CH:11]=[C:10]([S:14](=[O:23])(=[O:22])[NH:15][C:16]2[CH:21]=[CH:20][CH:19]=[CH:18][CH:17]=2)[CH:9]=1.[OH-].[Na+]. Product: [C:16]1([NH:15][S:14]([C:10]2[CH:9]=[C:8]([C:7]#[C:6]/[CH:5]=[CH:4]/[C:3]([OH:24])=[O:2])[CH:13]=[CH:12][CH:11]=2)(=[O:23])=[O:22])[CH:17]=[CH:18][CH:19]=[CH:20][CH:21]=1. The catalyst class is: 5.